From a dataset of Merck oncology drug combination screen with 23,052 pairs across 39 cell lines. Regression. Given two drug SMILES strings and cell line genomic features, predict the synergy score measuring deviation from expected non-interaction effect. (1) Drug 1: COc1cccc2c1C(=O)c1c(O)c3c(c(O)c1C2=O)CC(O)(C(=O)CO)CC3OC1CC(N)C(O)C(C)O1. Drug 2: O=C(CCCCCCC(=O)Nc1ccccc1)NO. Cell line: SW837. Synergy scores: synergy=3.11. (2) Drug 1: CCN(CC)CCNC(=O)c1c(C)[nH]c(C=C2C(=O)Nc3ccc(F)cc32)c1C. Drug 2: COC1CC2CCC(C)C(O)(O2)C(=O)C(=O)N2CCCCC2C(=O)OC(C(C)CC2CCC(OP(C)(C)=O)C(OC)C2)CC(=O)C(C)C=C(C)C(O)C(OC)C(=O)C(C)CC(C)C=CC=CC=C1C. Cell line: PA1. Synergy scores: synergy=29.0. (3) Drug 1: Cn1nnc2c(C(N)=O)ncn2c1=O. Drug 2: NC1(c2ccc(-c3nc4ccn5c(=O)[nH]nc5c4cc3-c3ccccc3)cc2)CCC1. Cell line: CAOV3. Synergy scores: synergy=5.23. (4) Drug 1: CN1C(=O)C=CC2(C)C3CCC4(C)C(NC(=O)OCC(F)(F)F)CCC4C3CCC12. Drug 2: CNC(=O)c1cc(Oc2ccc(NC(=O)Nc3ccc(Cl)c(C(F)(F)F)c3)cc2)ccn1. Cell line: NCIH1650. Synergy scores: synergy=5.50. (5) Drug 1: CCc1c2c(nc3ccc(O)cc13)-c1cc3c(c(=O)n1C2)COC(=O)C3(O)CC. Drug 2: CNC(=O)c1cc(Oc2ccc(NC(=O)Nc3ccc(Cl)c(C(F)(F)F)c3)cc2)ccn1. Cell line: SKMEL30. Synergy scores: synergy=10.5.